Dataset: Reaction yield outcomes from USPTO patents with 853,638 reactions. Task: Predict the reaction yield, written as a fraction of the theoretical maximum amount of product (1.0 means a 100% yield; for example, 0.34 means a 34% yield). (1) The reactants are [CH3:1][O:2][C:3]1[CH:4]=[N:5][C:6]2[C:7](=O)[NH:8][CH:9]=[CH:10][C:11]=2[CH:12]=1.P(Cl)(Cl)([Cl:16])=O. The catalyst is C(#N)C. The product is [Cl:16][C:7]1[N:8]=[CH:9][CH:10]=[C:11]2[C:6]=1[N:5]=[CH:4][C:3]([O:2][CH3:1])=[CH:12]2. The yield is 0.603. (2) The reactants are [N:1]1[CH:6]=[CH:5][CH:4]=[CH:3][C:2]=1/[CH:7]=[CH:8]/[C:9]([O:11][C:12]([CH3:15])([CH3:14])[CH3:13])=[O:10].ClC1C=CC=C(C(OO)=[O:24])C=1. The catalyst is C(OCC)(=O)C. The product is [O-:24][N+:1]1[CH:6]=[CH:5][CH:4]=[CH:3][C:2]=1/[CH:7]=[CH:8]/[C:9]([O:11][C:12]([CH3:15])([CH3:14])[CH3:13])=[O:10]. The yield is 0.960.